Dataset: Forward reaction prediction with 1.9M reactions from USPTO patents (1976-2016). Task: Predict the product of the given reaction. Given the reactants C([O:3][C:4](=[O:43])[CH:5]([CH2:22][S:23][C:24]([C:37]1[CH:42]=[CH:41][CH:40]=[CH:39][CH:38]=1)([C:31]1[CH:36]=[CH:35][CH:34]=[CH:33][CH:32]=1)[C:25]1[CH:30]=[CH:29][CH:28]=[CH:27][CH:26]=1)[CH2:6][CH:7]([C:15]([O:17][C:18]([CH3:21])([CH3:20])[CH3:19])=[O:16])[C:8]([O:10][C:11]([CH3:14])([CH3:13])[CH3:12])=[O:9])C.[OH-].[K+], predict the reaction product. The product is: [C:18]([O:17][C:15](=[O:16])[CH:7]([C:8]([O:10][C:11]([CH3:14])([CH3:13])[CH3:12])=[O:9])[CH2:6][CH:5]([CH2:22][S:23][C:24]([C:31]1[CH:36]=[CH:35][CH:34]=[CH:33][CH:32]=1)([C:37]1[CH:38]=[CH:39][CH:40]=[CH:41][CH:42]=1)[C:25]1[CH:26]=[CH:27][CH:28]=[CH:29][CH:30]=1)[C:4]([OH:43])=[O:3])([CH3:20])([CH3:21])[CH3:19].